The task is: Predict which catalyst facilitates the given reaction.. This data is from Catalyst prediction with 721,799 reactions and 888 catalyst types from USPTO. Reactant: [Br:1][C:2]1[CH:14]=[CH:13][C:5]([O:6][C@H:7]2[CH2:11][CH2:10][CH2:9][C@H:8]2[NH2:12])=[CH:4][CH:3]=1.N12CCCN=C1CCCCC2.[CH3:26][CH:27]([S:29](Cl)(=[O:31])=[O:30])[CH3:28].Cl. The catalyst class is: 172. Product: [Br:1][C:2]1[CH:14]=[CH:13][C:5]([O:6][C@H:7]2[CH2:11][CH2:10][CH2:9][C@H:8]2[NH:12][S:29]([CH:27]([CH3:28])[CH3:26])(=[O:31])=[O:30])=[CH:4][CH:3]=1.